Task: Predict the reactants needed to synthesize the given product.. Dataset: Full USPTO retrosynthesis dataset with 1.9M reactions from patents (1976-2016) Given the product [C:12]([O:16][C:17](=[O:18])[NH:19][C@H:20]1[CH2:25][CH2:24][C@@H:23]([C:26](=[O:28])[N:3]([CH3:4])[CH3:1])[CH2:22][CH2:21]1)([CH3:15])([CH3:14])[CH3:13], predict the reactants needed to synthesize it. The reactants are: [CH2:1]([N:3]=[C:4]=NCCCN(C)C)C.[C:12]([O:16][C:17]([NH:19][C@@H:20]1[CH2:25][CH2:24][C@H:23]([C:26]([OH:28])=O)[CH2:22][CH2:21]1)=[O:18])([CH3:15])([CH3:14])[CH3:13].OC1C2N=NNC=2C=CC=1.CNC.